From a dataset of Full USPTO retrosynthesis dataset with 1.9M reactions from patents (1976-2016). Predict the reactants needed to synthesize the given product. (1) Given the product [F:1][C:2]1[CH:3]=[C:4]([CH:5]=[CH:6][C:7]=1[N+:8]([O-:10])=[O:9])[O:11][C:19]1[C:20]2[CH:27]=[C:26]([C:28]3[CH:33]=[CH:32][CH:31]=[CH:30][CH:29]=3)[NH:25][C:21]=2[N:22]=[CH:23][N:24]=1, predict the reactants needed to synthesize it. The reactants are: [F:1][C:2]1[CH:3]=[C:4]([OH:11])[CH:5]=[CH:6][C:7]=1[N+:8]([O-:10])=[O:9].CN1CCCC1.Cl[C:19]1[C:20]2[CH:27]=[C:26]([C:28]3[CH:33]=[CH:32][CH:31]=[CH:30][CH:29]=3)[NH:25][C:21]=2[N:22]=[CH:23][N:24]=1. (2) Given the product [OH:17][C:15]1[C:16]2[N:8]([C:5]3[CH:4]=[CH:3][C:2]([C:26]4[CH:27]=[CH:28][CH:29]=[CH:30][C:25]=4[OH:24])=[CH:7][CH:6]=3)[CH:9]=[CH:10][C:11]=2[NH:12][C:13](=[O:23])[CH:14]=1, predict the reactants needed to synthesize it. The reactants are: Br[C:2]1[CH:7]=[CH:6][C:5]([N:8]2[C:16]3[C:15]([OH:17])=[C:14](C(OCC)=O)[C:13](=[O:23])[NH:12][C:11]=3[CH:10]=[CH:9]2)=[CH:4][CH:3]=1.[OH:24][C:25]1[CH:30]=[CH:29][CH:28]=[CH:27][C:26]=1B(O)O.C(=O)([O-])[O-].[Cs+].[Cs+].O1CCOCC1. (3) Given the product [Br:18][C:2]1[N:17]=[N:16][C:5]2[NH:6][C:7]3[CH:15]=[CH:14][CH:13]=[CH:12][C:8]=3[NH:9][C:10](=[O:11])[C:4]=2[CH:3]=1, predict the reactants needed to synthesize it. The reactants are: Cl[C:2]1[N:17]=[N:16][C:5]2[NH:6][C:7]3[CH:15]=[CH:14][CH:13]=[CH:12][C:8]=3[NH:9][C:10](=[O:11])[C:4]=2[CH:3]=1.[BrH:18]. (4) Given the product [I:25][C:5]1[O:1][C:2]([P:6]([O:7][CH2:8][CH3:9])(=[O:10])[O:11][CH2:12][CH3:13])=[CH:3][CH:4]=1, predict the reactants needed to synthesize it. The reactants are: [O:1]1[CH:5]=[CH:4][CH:3]=[C:2]1[P:6]([O:11][CH2:12][CH3:13])(=[O:10])[O:7][CH2:8][CH3:9].C([N-]C1CCCCC1)(C)C.[Li+].[I:25]I. (5) Given the product [CH3:1][C:2]1[O:6][C:5]([C:7]2[CH:8]=[CH:9][CH:10]=[CH:11][CH:12]=2)=[N:4][C:3]=1[CH2:13][O:14][C:15]1[CH:16]=[C:17]([CH:28]=[CH:29][CH:30]=1)[CH2:18][S:19][C:20]1[CH:21]=[C:22]([CH:25]=[CH:26][CH:27]=1)[CH2:23][CH:32]([C:33]([O:35][CH2:36][CH3:37])=[O:34])[C:31]([O:39][CH2:40][CH3:41])=[O:38], predict the reactants needed to synthesize it. The reactants are: [CH3:1][C:2]1[O:6][C:5]([C:7]2[CH:12]=[CH:11][CH:10]=[CH:9][CH:8]=2)=[N:4][C:3]=1[CH2:13][O:14][C:15]1[CH:16]=[C:17]([CH:28]=[CH:29][CH:30]=1)[CH2:18][S:19][C:20]1[CH:21]=[C:22]([CH:25]=[CH:26][CH:27]=1)[CH:23]=O.[C:31]([O:39][CH2:40][CH3:41])(=[O:38])[CH2:32][C:33]([O:35][CH2:36][CH3:37])=[O:34].C(O)(=O)C1C=CC=CC=1.N1CCCCC1. (6) The reactants are: Br[C:2]1[NH:6][C:5]([CH:7]([CH3:9])[CH3:8])=[N:4][C:3]=1[C:10]1[CH:11]=[C:12]([CH3:16])[CH:13]=[CH:14][CH:15]=1.CC1(C)C(C)(C)OB([C:25]2[CH:26]=[CH:27][C:28]3[N:29]([N:31]=[CH:32][N:33]=3)[CH:30]=2)O1.C([O-])([O-])=O.[Na+].[Na+]. Given the product [CH:7]([C:5]1[NH:6][C:2]([C:25]2[CH:26]=[CH:27][C:28]3[N:29]([N:31]=[CH:32][N:33]=3)[CH:30]=2)=[C:3]([C:10]2[CH:11]=[C:12]([CH3:16])[CH:13]=[CH:14][CH:15]=2)[N:4]=1)([CH3:9])[CH3:8], predict the reactants needed to synthesize it. (7) Given the product [CH3:38][O:37][C:22]1[CH:21]=[C:20]([NH:19][C:13]2[C:14]3[N:15]([N:16]=[CH:17][N:18]=3)[C:10]([C:4]3[CH:3]=[N:2][NH:1][CH:5]=3)=[CH:11][N:12]=2)[CH:36]=[CH:35][C:23]=1[C:24]([NH:26][CH2:27][C:28]1[CH:29]=[N:30][C:31]([CH3:34])=[CH:32][CH:33]=1)=[O:25], predict the reactants needed to synthesize it. The reactants are: [NH:1]1[CH:5]=[C:4](B(O)O)[CH:3]=[N:2]1.Br[C:10]1[N:15]2[N:16]=[CH:17][N:18]=[C:14]2[C:13]([NH:19][C:20]2[CH:36]=[CH:35][C:23]([C:24]([NH:26][CH2:27][C:28]3[CH:29]=[N:30][C:31]([CH3:34])=[CH:32][CH:33]=3)=[O:25])=[C:22]([OH:37])[CH:21]=2)=[N:12][CH:11]=1.[C:38]([O-])([O-])=O.[K+].[K+].S(O)(C)(=O)=O.CO. (8) Given the product [CH3:41][O:40][C:38](=[O:39])[C:37]1[CH:42]=[CH:43][C:34]([CH2:33][NH:32][C:28]([C@H:9]2[C@H:8]([C:4]3[CH:5]=[CH:6][CH:7]=[C:2]([Cl:1])[C:3]=3[F:31])[C@:12]([C:15]3[CH:20]=[CH:19][C:18]([Cl:21])=[CH:17][C:16]=3[F:22])([C:13]#[N:14])[C@H:11]([CH2:23][C:24]([CH3:25])([CH3:26])[CH3:27])[NH:10]2)=[O:29])=[CH:35][C:36]=1[F:44], predict the reactants needed to synthesize it. The reactants are: [Cl:1][C:2]1[C:3]([F:31])=[C:4]([CH:8]2[C:12]([C:15]3[CH:20]=[CH:19][C:18]([Cl:21])=[CH:17][C:16]=3[F:22])([C:13]#[N:14])[CH:11]([CH2:23][C:24]([CH3:27])([CH3:26])[CH3:25])[NH:10][CH:9]2[C:28](O)=[O:29])[CH:5]=[CH:6][CH:7]=1.[NH2:32][CH2:33][C:34]1[CH:43]=[CH:42][C:37]([C:38]([O:40][CH3:41])=[O:39])=[C:36]([F:44])[CH:35]=1.CCN(C(C)C)C(C)C.C1C=CC2N(O)N=NC=2C=1.CN(C(ON1N=NC2C=CC=CC1=2)=[N+](C)C)C.F[P-](F)(F)(F)(F)F. (9) The reactants are: [NH2:1][C@H:2]1[CH2:6][CH2:5][N:4]([C:7]2[CH:8]=[CH:9][C:10]3[CH2:16][N:15]([C:17]([O:19][C:20]([CH3:23])([CH3:22])[CH3:21])=[O:18])[CH2:14][CH2:13][CH2:12][C:11]=3[C:24]=2[F:25])[C:3]1=[O:26].[Cl:27][C:28]1[S:32][C:31](/[CH:33]=[CH:34]/[S:35](N[C@H]2CCN(C3C=CC4CN(C(OC(C)(C)C)=O)CCCC=4C=3)C2=O)(=[O:37])=[O:36])=[CH:30][CH:29]=1. Given the product [Cl:27][C:28]1[S:32][C:31](/[CH:33]=[CH:34]/[S:35]([NH:1][C@H:2]2[CH2:6][CH2:5][N:4]([C:7]3[CH:8]=[CH:9][C:10]4[CH2:16][N:15]([C:17]([O:19][C:20]([CH3:22])([CH3:23])[CH3:21])=[O:18])[CH2:14][CH2:13][CH2:12][C:11]=4[C:24]=3[F:25])[C:3]2=[O:26])(=[O:37])=[O:36])=[CH:30][CH:29]=1, predict the reactants needed to synthesize it.